Regression. Given a peptide amino acid sequence and an MHC pseudo amino acid sequence, predict their binding affinity value. This is MHC class I binding data. From a dataset of Peptide-MHC class I binding affinity with 185,985 pairs from IEDB/IMGT. (1) The peptide sequence is RPRCAYLPF. The MHC is HLA-A01:01 with pseudo-sequence HLA-A01:01. The binding affinity (normalized) is 0.0847. (2) The peptide sequence is RWFWFCLLLL. The MHC is Patr-A0901 with pseudo-sequence Patr-A0901. The binding affinity (normalized) is 0.624. (3) The peptide sequence is KEKGGLDGL. The MHC is HLA-A32:01 with pseudo-sequence HLA-A32:01. The binding affinity (normalized) is 0. (4) The peptide sequence is YMLMGFQLK. The MHC is HLA-A23:01 with pseudo-sequence HLA-A23:01. The binding affinity (normalized) is 0.0847.